This data is from Forward reaction prediction with 1.9M reactions from USPTO patents (1976-2016). The task is: Predict the product of the given reaction. (1) Given the reactants N1C=CC=N1.[CH3:6][O:7][C:8]1[CH:9]=[C:10]([CH:15]=[C:16]([CH3:18])[CH:17]=1)[C:11]([O:13]C)=O.[Cl:19][C:20]1[CH:25]=[CH:24][C:23]([CH3:26])=[CH:22][N:21]=1.C[Si](C)(C)[N-][Si](C)(C)C.[Li+], predict the reaction product. The product is: [Cl:19][C:20]1[CH:25]=[CH:24][C:23]([CH2:26][C:11]([C:10]2[CH:15]=[C:16]([CH3:18])[CH:17]=[C:8]([O:7][CH3:6])[CH:9]=2)=[O:13])=[CH:22][N:21]=1. (2) Given the reactants [Br:1][C:2]1[C:3]([NH2:10])=[C:4]([NH2:9])[C:5]([Br:8])=[CH:6][CH:7]=1.[C:11]1([C:17](=O)[C:18]([C:20]2[CH:25]=[CH:24][CH:23]=[CH:22][CH:21]=2)=O)[CH:16]=[CH:15][CH:14]=[CH:13][CH:12]=1.C(O)CCC.C(=O)(O)[O-].[Na+], predict the reaction product. The product is: [Br:1][C:2]1[CH:7]=[CH:6][C:5]([Br:8])=[C:4]2[C:3]=1[N:10]=[C:17]([C:11]1[CH:16]=[CH:15][CH:14]=[CH:13][CH:12]=1)[C:18]([C:20]1[CH:25]=[CH:24][CH:23]=[CH:22][CH:21]=1)=[N:9]2. (3) Given the reactants C([O-])([O-])=O.[K+].[K+].[C:7]1([CH3:13])[CH:12]=[CH:11][CH:10]=CC=1.[Cl:14][CH2:15][C:16](Cl)=[O:17], predict the reaction product. The product is: [Cl:14][CH2:15][C:16]([CH:10]1[CH2:11][CH2:12][CH2:7][CH2:13]1)=[O:17]. (4) Given the reactants [CH2:1]([NH:3][CH2:4][CH3:5])[CH3:2].CS(O[CH2:11][CH2:12][C@H:13]([NH:21]C(OC(C)(C)C)=O)[C:14]1[CH:19]=[CH:18][C:17]([Cl:20])=[CH:16][CH:15]=1)(=O)=O, predict the reaction product. The product is: [Cl:20][C:17]1[CH:16]=[CH:15][C:14]([C@@H:13]([NH2:21])[CH2:12][CH2:11][N:3]([CH2:4][CH3:5])[CH2:1][CH3:2])=[CH:19][CH:18]=1.